From a dataset of Forward reaction prediction with 1.9M reactions from USPTO patents (1976-2016). Predict the product of the given reaction. Given the reactants [C:1]([C:4]1[N:9]=[C:8]([C:10]2[CH2:15][CH2:14]C(C)(C)[CH2:12][CH:11]=2)[C:7]([NH:18][C:19]([C:21]2[NH:22][C:23]([C:26]#[N:27])=[CH:24][N:25]=2)=[O:20])=[CH:6][CH:5]=1)(=[O:3])[CH3:2].[CH3:28][Mg+].[Br-].[CH2:31]1[CH2:35]OC[CH2:32]1, predict the reaction product. The product is: [CH3:32][CH:31]1[CH2:35][CH2:14][CH2:15][C:10]([C:8]2[C:7]([NH:18][C:19]([C:21]3[NH:22][C:23]([C:26]#[N:27])=[CH:24][N:25]=3)=[O:20])=[CH:6][CH:5]=[C:4]([C:1]([OH:3])([CH3:28])[CH3:2])[N:9]=2)=[C:11]1[CH3:12].